This data is from Full USPTO retrosynthesis dataset with 1.9M reactions from patents (1976-2016). The task is: Predict the reactants needed to synthesize the given product. (1) Given the product [Pt:64].[CH3:3][CH:2]([CH2:4][CH2:5][CH2:6][C@H:7]([C@@H:9]1[C@:27]2([CH3:28])[C@H:12]([C@H:13]3[C@H:24]([CH2:25][CH2:26]2)[C@:22]2([CH3:23])[C:16]([CH2:17][C@H:18]([CH2:20][CH2:21]2)[OH:19])=[CH:15][CH2:14]3)[CH2:11][CH2:10]1)[CH3:8])[CH3:1], predict the reactants needed to synthesize it. The reactants are: [CH3:1][CH:2]([CH2:4][CH2:5][CH2:6][C@H:7]([C@@H:9]1[C@:27]2([CH3:28])[C@H:12]([C@H:13]3[C@H:24]([CH2:25][CH2:26]2)[C@:22]2([CH3:23])[C:16]([CH2:17][C@H:18]([CH2:20][CH2:21]2)[OH:19])=[CH:15][CH2:14]3)[CH2:11][CH2:10]1)[CH3:8])[CH3:3].CC(CCC[C@H]([C@@H]1[C@]2(C)[C@H]([C@H]3[C@H](CC2)[C@]2(C)C(C[C@H](CC2)O)=CC3)CC1)C)C.C1C[C@H]2[NH2][Pt:64]3(OC(=O)C(=O)O3)[NH2][C@@H]2CC1. (2) Given the product [Cl:1][C:2]1[C:3]([O:16][CH2:15][CH:12]2[CH2:14][CH2:13]2)=[N:4][CH:5]=[C:6]([CH:10]=1)[C:7]([OH:9])=[O:8], predict the reactants needed to synthesize it. The reactants are: [Cl:1][C:2]1[C:3](Cl)=[N:4][CH:5]=[C:6]([CH:10]=1)[C:7]([OH:9])=[O:8].[CH:12]1([CH2:15][OH:16])[CH2:14][CH2:13]1. (3) Given the product [C:16]([Si:13]([O:12][CH2:11][CH2:10][O:8][C:3]1[CH:4]=[CH:5][CH:6]=[CH:7][C:2]=1[I:1])([CH3:15])[CH3:14])([CH3:19])([CH3:18])[CH3:17], predict the reactants needed to synthesize it. The reactants are: [I:1][C:2]1[CH:7]=[CH:6][CH:5]=[CH:4][C:3]=1[OH:8].Br[CH2:10][CH2:11][O:12][Si:13]([C:16]([CH3:19])([CH3:18])[CH3:17])([CH3:15])[CH3:14].[I-].C([NH3+])(C)(C)C.C(=O)([O-])[O-].[K+].[K+]. (4) The reactants are: [C:1]([NH:4][C:5]1[CH:12]=[CH:11][C:8]([CH:9]=O)=[CH:7][C:6]=1[F:13])(=[O:3])[CH3:2].[NH2:14][NH:15][C:16]([NH2:18])=[S:17]. Given the product [C:1]([NH:4][C:5]1[CH:12]=[CH:11][C:8]([CH:9]=[N:14][NH:15][C:16]([NH2:18])=[S:17])=[CH:7][C:6]=1[F:13])(=[O:3])[CH3:2], predict the reactants needed to synthesize it. (5) Given the product [F:1][C:2]1[CH:3]=[C:4]([C:8]2[C:17]([CH2:18][OH:19])=[CH:16][C:15]3[C:10](=[C:11]([O:20][CH3:21])[CH:12]=[CH:13][CH:14]=3)[N:9]=2)[CH:5]=[CH:6][CH:7]=1, predict the reactants needed to synthesize it. The reactants are: [F:1][C:2]1[CH:3]=[C:4]([C:8]2[C:17]([CH:18]=[O:19])=[CH:16][C:15]3[C:10](=[C:11]([O:20][CH3:21])[CH:12]=[CH:13][CH:14]=3)[N:9]=2)[CH:5]=[CH:6][CH:7]=1.O1CCCC1.[BH4-].[Na+]. (6) Given the product [F:1][C:2]1[CH:7]=[CH:6][C:5]([C:8]2[C:13]([C:14]3[CH:19]=[CH:18][C:17]([F:20])=[CH:16][CH:15]=3)=[N:12][C:11]([I:22])=[CH:10][N:9]=2)=[CH:4][CH:3]=1, predict the reactants needed to synthesize it. The reactants are: [F:1][C:2]1[CH:7]=[CH:6][C:5]([C:8]2[N:9]=[CH:10][C:11](N)=[N:12][C:13]=2[C:14]2[CH:19]=[CH:18][C:17]([F:20])=[CH:16][CH:15]=2)=[CH:4][CH:3]=1.[I:22]I.N(OCCC(C)C)=O. (7) Given the product [CH2:1]([O:8][C:9]1[CH:10]=[C:11]2[C:16](=[CH:17][C:18]=1[O:19][CH3:20])[CH:15]([CH3:21])[NH:14][CH2:13][CH2:12]2)[C:2]1[CH:7]=[CH:6][CH:5]=[CH:4][CH:3]=1, predict the reactants needed to synthesize it. The reactants are: [CH2:1]([O:8][C:9]1[CH:10]=[C:11]2[C:16](=[CH:17][C:18]=1[O:19][CH3:20])[C:15]([CH3:21])=[N:14][CH2:13][CH2:12]2)[C:2]1[CH:7]=[CH:6][CH:5]=[CH:4][CH:3]=1.[BH4-].[Na+].O.[Cl-].[Na+]. (8) The reactants are: [F:1][C:2]([F:22])([F:21])[O:3][C:4]1[CH:9]=[CH:8][C:7]([N:10]2[CH2:14][CH2:13][C:12]3([CH2:19][CH2:18][NH:17][CH2:16][CH2:15]3)[C:11]2=[O:20])=[CH:6][CH:5]=1.O=C(Cl)[O:25][C:26](Cl)(Cl)Cl.[CH3:31][NH:32][CH2:33][CH2:34][C:35]1[CH:40]=[CH:39][CH:38]=[CH:37][CH:36]=1. Given the product [CH3:31][N:32]([CH2:33][CH2:34][C:35]1[CH:40]=[CH:39][CH:38]=[CH:37][CH:36]=1)[C:26]([N:17]1[CH2:16][CH2:15][C:12]2([C:11](=[O:20])[N:10]([C:7]3[CH:8]=[CH:9][C:4]([O:3][C:2]([F:1])([F:21])[F:22])=[CH:5][CH:6]=3)[CH2:14][CH2:13]2)[CH2:19][CH2:18]1)=[O:25], predict the reactants needed to synthesize it.